This data is from NCI-60 drug combinations with 297,098 pairs across 59 cell lines. The task is: Regression. Given two drug SMILES strings and cell line genomic features, predict the synergy score measuring deviation from expected non-interaction effect. (1) Cell line: RXF 393. Drug 1: CC(C1=C(C=CC(=C1Cl)F)Cl)OC2=C(N=CC(=C2)C3=CN(N=C3)C4CCNCC4)N. Synergy scores: CSS=25.3, Synergy_ZIP=-1.20, Synergy_Bliss=-1.69, Synergy_Loewe=-0.00444, Synergy_HSA=-0.788. Drug 2: CC12CCC3C(C1CCC2=O)CC(=C)C4=CC(=O)C=CC34C. (2) Cell line: HL-60(TB). Drug 2: C#CCC(CC1=CN=C2C(=N1)C(=NC(=N2)N)N)C3=CC=C(C=C3)C(=O)NC(CCC(=O)O)C(=O)O. Drug 1: C1=NC2=C(N=C(N=C2N1C3C(C(C(O3)CO)O)F)Cl)N. Synergy scores: CSS=54.9, Synergy_ZIP=2.84, Synergy_Bliss=0.813, Synergy_Loewe=-0.370, Synergy_HSA=1.69. (3) Synergy scores: CSS=10.8, Synergy_ZIP=-1.60, Synergy_Bliss=3.92, Synergy_Loewe=-3.17, Synergy_HSA=-0.840. Drug 1: COC1=C(C=C2C(=C1)N=CN=C2NC3=CC(=C(C=C3)F)Cl)OCCCN4CCOCC4. Drug 2: N.N.Cl[Pt+2]Cl. Cell line: HOP-62. (4) Drug 1: C1CCC(C1)C(CC#N)N2C=C(C=N2)C3=C4C=CNC4=NC=N3. Drug 2: C1CNP(=O)(OC1)N(CCCl)CCCl. Cell line: RXF 393. Synergy scores: CSS=2.75, Synergy_ZIP=5.58, Synergy_Bliss=4.01, Synergy_Loewe=-3.90, Synergy_HSA=0.515. (5) Drug 1: C1=CC(=CC=C1CC(C(=O)O)N)N(CCCl)CCCl.Cl. Drug 2: CCC1(C2=C(COC1=O)C(=O)N3CC4=CC5=C(C=CC(=C5CN(C)C)O)N=C4C3=C2)O.Cl. Cell line: ACHN. Synergy scores: CSS=50.2, Synergy_ZIP=1.46, Synergy_Bliss=2.56, Synergy_Loewe=-9.97, Synergy_HSA=4.21. (6) Cell line: UACC62. Synergy scores: CSS=-0.328, Synergy_ZIP=0.427, Synergy_Bliss=3.71, Synergy_Loewe=2.28, Synergy_HSA=2.46. Drug 1: CC1=C(C=C(C=C1)NC2=NC=CC(=N2)N(C)C3=CC4=NN(C(=C4C=C3)C)C)S(=O)(=O)N.Cl. Drug 2: CC1=CC=C(C=C1)C2=CC(=NN2C3=CC=C(C=C3)S(=O)(=O)N)C(F)(F)F.